Dataset: Full USPTO retrosynthesis dataset with 1.9M reactions from patents (1976-2016). Task: Predict the reactants needed to synthesize the given product. (1) Given the product [CH2:3]([O:4][C:5]([C:7]1[C:15]2[C:10](=[CH:11][CH:12]=[CH:13][CH:14]=2)[N:9]([CH2:16][CH3:17])[CH:8]=1)=[O:6])[CH3:20], predict the reactants needed to synthesize it. The reactants are: [H-].[Na+].[CH3:3][O:4][C:5]([C:7]1[C:15]2[C:10](=[CH:11][CH:12]=[CH:13][CH:14]=2)[NH:9][CH:8]=1)=[O:6].[CH2:16](I)[CH3:17].O.[CH2:20]1COCC1. (2) Given the product [CH3:17][C:14]1([CH3:16])[O:13][C:12](=[O:18])[NH:11][C@H:3]1[C:4]1[CH:9]=[CH:8][CH:7]=[CH:6][C:5]=1[CH3:10], predict the reactants needed to synthesize it. The reactants are: OC(C)(C)[C@@H:3]([NH:11][C:12](=[O:18])[O:13][C:14]([CH3:17])([CH3:16])C)[C:4]1[CH:9]=[CH:8][CH:7]=[CH:6][C:5]=1[CH3:10].CC(C)([O-])C.[K+].CCOC(C)=O. (3) The reactants are: [CH2:1]([O:8][C@H:9]([C@@H:13]([OH:17])[C:14]([OH:16])=[O:15])[C:10]([OH:12])=[O:11])[C:2]1[CH:7]=[CH:6][CH:5]=[CH:4][CH:3]=1.CO[C:20](OC)([CH3:22])[CH3:21].O.CC1C=CC(S(O)(=O)=O)=CC=1.C([O-])(O)=O.[Na+]. Given the product [CH2:1]([O:8][C@H:9]([C@@H:13]1[C:14](=[O:16])[O:15][C:20]([CH3:22])([CH3:21])[O:17]1)[C:10]([OH:12])=[O:11])[C:2]1[CH:3]=[CH:4][CH:5]=[CH:6][CH:7]=1, predict the reactants needed to synthesize it. (4) Given the product [Cl:1][C:2]1[CH:7]=[CH:6][CH:5]=[CH:4][C:3]=1[CH:8]1[C:13]([C:14]#[N:15])=[C:12]([CH2:16][Br:22])[NH:11][C:10]2=[N:18][NH:19][CH:20]=[C:9]12, predict the reactants needed to synthesize it. The reactants are: [Cl:1][C:2]1[CH:7]=[CH:6][CH:5]=[CH:4][C:3]=1[CH:8]1[C:13]([C:14]#[N:15])=[C:12]([CH2:16]O)[NH:11][C:10]2=[N:18][NH:19][CH:20]=[C:9]12.C(Br)(Br)(Br)[Br:22].C1(P(C2C=CC=CC=2)C2C=CC=CC=2)C=CC=CC=1. (5) The reactants are: Br[C:2]1[CH:7]=[CH:6][CH:5]=[CH:4][C:3]=1[CH2:8][C:9]([OH:11])=[O:10].[CH3:12][O:13][C:14]1[CH:19]=[CH:18][C:17]([NH2:20])=[CH:16][CH:15]=1. Given the product [CH3:12][O:13][C:14]1[CH:19]=[CH:18][C:17]([NH:20][C:2]2[CH:7]=[CH:6][CH:5]=[CH:4][C:3]=2[CH2:8][C:9]([OH:11])=[O:10])=[CH:16][CH:15]=1, predict the reactants needed to synthesize it.